This data is from Reaction yield outcomes from USPTO patents with 853,638 reactions. The task is: Predict the reaction yield, written as a fraction of the theoretical maximum amount of product (1.0 means a 100% yield; for example, 0.34 means a 34% yield). The reactants are [S:1]1[CH:5]=[CH:4][CH:3]=[C:2]1[S:6]([NH:9][C:10]1[CH:11]=[C:12]([O:28][C:29]([F:32])([F:31])[F:30])[CH:13]=[C:14]2[C:18]=1[NH:17][C:16]([C:19]1[S:20][CH:21]([CH2:24][C:25]([OH:27])=O)[CH2:22][N:23]=1)=[CH:15]2)(=[O:8])=[O:7].Cl.C[N:35](C)CCCN=C=NCC.CN(C)C=O. The catalyst is O. The product is [S:1]1[CH:5]=[CH:4][CH:3]=[C:2]1[S:6]([NH:9][C:10]1[CH:11]=[C:12]([O:28][C:29]([F:32])([F:31])[F:30])[CH:13]=[C:14]2[C:18]=1[NH:17][C:16]([C:19]1[S:20][CH:21]([CH2:24][C:25]([NH2:35])=[O:27])[CH2:22][N:23]=1)=[CH:15]2)(=[O:7])=[O:8]. The yield is 0.630.